This data is from B-cell epitopes from IEDB database with 3,159 antigens for binding position prediction. The task is: Token-level Classification. Given an antigen amino acid sequence, predict which amino acid positions are active epitope sites capable of antibody binding. Output is a list of indices for active positions. (1) Given the antigen sequence: MSWSLHPRNLILYFYALLFLSSTCVAYVATRDNCCILDERFGSYCPTTCGIADFLSTYQTKVDKDLQSLEDILHQVENKTSEVKQLIKAIQLTYNPDESSKPNMIDAATLKSRIMLEEIMKYEASILTHDSSIRYLQEIYNSNNQKIVNLKEKVAQLEAQCQEPCKDTVQIHDITGKDCQDIANKGAKQSGLYFIKPLKANQQFLVYCEIDGSGNGWTVFQKRLDGSVDFKKNWIQYKEGFGHLSPTGTTEFWLGNEKIHLISTQSAIPYALRVELEDWNGRTSTADYAMFKVGPEADKYRLTYAYFAGGDAGDAFDGFDFGDDPSDKFFTSHNGMQFSTWDNDNDKFEGNCAEQDGSGWWMNKCHAGHLNGVYYQGGTYSKASTPNGYDNGIIWATWKTRWYSMKKTTMKIIPFNRLTIGEGQQHHLGGAKQAGDV, which amino acid positions are active epitope sites? The epitope positions are: [427, 428, 429, 430, 431, 432, 433, 434, 435, 436]. The amino acids at these positions are: LGGAKQAGDV. (2) Given the antigen sequence: MDVLSPGQGNNTTSPPAPFETGGNTTGISDVTVSYQVITSLLLGTLIFCAVLGNACVVAAIALERSLQNVANYLIGSLAVTDLMVSVLVLPMAALYQVLNKWTLGQVTCDLFIALDVLCCTSSILHLCAIALDRYWAITDPIDYVNKRTPRRAAALISLTWLIGFLISIPPMLGWRTPEDRSDPDACTISKDHGYTIYSTFGAFYIPLLLMLVLYGRIFRAARFRIRKTVKKVEKTGADTRHGASPAPQPKKSVNGESGSRNWRLGVESKAGGALCANGAVRQGDDGAALEVIEVHRVGNSKEHLPLPSEAGPTPCAPASFERKNERNAEAKRKMALARERKTVKTLGIIMGTFILCWLPFFIVALVLPFCESSCHMPTLLGAIINWLGYSNSLLNPVIYAYFNKDFQNAFKKIIKCKFCRQ, which amino acid positions are active epitope sites? The epitope positions are: [173, 174, 175, 176, 177, 178, 179, 180, 181, 182, 183, 184, 185, 186, 187, 188, 189, 190, 191, 192... (21 total positions)]. The amino acids at these positions are: GWRTPEDRSDPDACTISKDHG.